This data is from Full USPTO retrosynthesis dataset with 1.9M reactions from patents (1976-2016). The task is: Predict the reactants needed to synthesize the given product. (1) Given the product [CH3:23][O:24][C:25]1[CH:32]=[C:31]([CH2:33][CH2:34][N:7]2[CH2:6][CH2:5][N:4]([CH2:9][CH2:10][C:11]3[CH:20]=[CH:19][C:14]4[C:15](=[O:18])[O:16][CH2:17][C:13]=4[CH:12]=3)[CH:3]([C:2]([F:1])([F:21])[F:22])[CH2:8]2)[CH:30]=[CH:29][C:26]=1[C:27]#[N:28], predict the reactants needed to synthesize it. The reactants are: [F:1][C:2]([F:22])([F:21])[CH:3]1[CH2:8][NH:7][CH2:6][CH2:5][N:4]1[CH2:9][CH2:10][C:11]1[CH:20]=[CH:19][C:14]2[C:15](=[O:18])[O:16][CH2:17][C:13]=2[CH:12]=1.[CH3:23][O:24][C:25]1[CH:32]=[C:31]([CH2:33][CH:34]=O)[CH:30]=[CH:29][C:26]=1[C:27]#[N:28].C([BH3-])#N.[Na+]. (2) Given the product [N:28]1[C:37]2[C:32](=[CH:33][CH:34]=[CH:35][CH:36]=2)[C:31]([N:38]2[C:5]([C:7]3[C:12](=[O:13])[CH:11]=[CH:10][N:9]([C:14]4[CH:19]=[CH:18][C:17]([S:20]([C:23]([F:24])([F:25])[F:26])(=[O:21])=[O:22])=[CH:16][CH:15]=4)[N:8]=3)=[CH:4][CH:3]=[N:39]2)=[CH:30][CH:29]=1, predict the reactants needed to synthesize it. The reactants are: CN(C)/[CH:3]=[CH:4]/[C:5]([C:7]1[C:12](=[O:13])[CH:11]=[CH:10][N:9]([C:14]2[CH:19]=[CH:18][C:17]([S:20]([C:23]([F:26])([F:25])[F:24])(=[O:22])=[O:21])=[CH:16][CH:15]=2)[N:8]=1)=O.[N:28]1[C:37]2[C:32](=[CH:33][CH:34]=[CH:35][CH:36]=2)[C:31]([NH:38][NH2:39])=[CH:30][CH:29]=1.